This data is from Catalyst prediction with 721,799 reactions and 888 catalyst types from USPTO. The task is: Predict which catalyst facilitates the given reaction. (1) Reactant: [CH3:1][O:2][C:3]1[CH:4]=[C:5]2[C:10](=[CH:11][CH:12]=1)[C:9](=[O:13])[NH:8][CH2:7][CH2:6]2.[N+:14]([O-])([OH:16])=[O:15]. Product: [CH3:1][O:2][C:3]1[CH:4]=[C:5]2[C:10](=[CH:11][C:12]=1[N+:14]([O-:16])=[O:15])[C:9](=[O:13])[NH:8][CH2:7][CH2:6]2. The catalyst class is: 82. (2) Reactant: [C:1]([O:5][C:6](=[O:39])[CH2:7][CH2:8][C:9]1[CH:14]=[CH:13][C:12]([O:15][CH2:16][CH2:17][C:18]2[N:19]=[C:20]([C:24]3[CH:29]=[CH:28][C:27]([OH:30])=[CH:26][CH:25]=3)[O:21][C:22]=2[CH3:23])=[CH:11][C:10]=1[CH2:31][NH:32][C:33]([O:35][CH:36]([CH3:38])[CH3:37])=[O:34])([CH3:4])([CH3:3])[CH3:2].I[CH:41]([CH3:43])[CH3:42].C([O-])([O-])=O.[K+].[K+]. Product: [C:1]([O:5][C:6](=[O:39])[CH2:7][CH2:8][C:9]1[CH:14]=[CH:13][C:12]([O:15][CH2:16][CH2:17][C:18]2[N:19]=[C:20]([C:24]3[CH:25]=[CH:26][C:27]([O:30][CH:41]([CH3:43])[CH3:42])=[CH:28][CH:29]=3)[O:21][C:22]=2[CH3:23])=[CH:11][C:10]=1[CH2:31][NH:32][C:33]([O:35][CH:36]([CH3:37])[CH3:38])=[O:34])([CH3:4])([CH3:3])[CH3:2]. The catalyst class is: 8.